From a dataset of Forward reaction prediction with 1.9M reactions from USPTO patents (1976-2016). Predict the product of the given reaction. Given the reactants [F:1][C:2]([F:14])([F:13])[CH2:3][NH:4][C:5]([N:7]1[CH2:12][CH2:11][O:10][CH2:9][CH2:8]1)=S.Cl.[O:16]1[C:20]2[CH:21]=[CH:22][CH:23]=[CH:24][C:19]=2[N:18]=[C:17]1[CH:25]([OH:38])[CH:26]([NH:29][C:30](=[O:37])[CH:31]([NH2:36])[CH2:32][CH:33]([CH3:35])[CH3:34])[CH2:27][CH3:28].O1[C:43]2C=CC=[CH:47][C:42]=2N=C1C(C(NC(=O)C(NC1C2C=CC=CC=2S(=O)(=O)N=1)CC(C)C)CC)=O, predict the reaction product. The product is: [O:16]1[C:20]2[CH:21]=[CH:22][CH:23]=[CH:24][C:19]=2[N:18]=[C:17]1[CH:25]([OH:38])[CH:26]([NH:29][C:30](=[O:37])[CH:31]([NH:36][C:5]([N:7]1[CH2:12][CH2:11][O:10][CH2:9][CH2:8]1)=[N:4][CH2:3][C:2]([F:14])([F:13])[F:1])[CH2:32][CH:33]1[CH2:34][CH2:47][CH2:42][CH2:43][CH2:35]1)[CH2:27][CH3:28].